This data is from Full USPTO retrosynthesis dataset with 1.9M reactions from patents (1976-2016). The task is: Predict the reactants needed to synthesize the given product. (1) Given the product [Cl:7][C:8]1[CH:9]=[CH:10][C:11]([CH2:12][N:13]2[CH:17]=[C:16]([C:18]3[C:26]4[C:21](=[N:22][CH:23]=[CH:24][CH:25]=4)[NH:20][CH:19]=3)[N:15]=[N:14]2)=[CH:34][CH:35]=1, predict the reactants needed to synthesize it. The reactants are: C(=O)([O-])[O-].[K+].[K+].[Cl:7][C:8]1[CH:35]=[CH:34][C:11]([CH2:12][N:13]2[CH:17]=[C:16]([C:18]3[C:26]4[C:21](=[N:22][CH:23]=[CH:24][CH:25]=4)[N:20](C(OC(C)(C)C)=O)[CH:19]=3)[N:15]=[N:14]2)=[CH:10][CH:9]=1. (2) Given the product [Si:24]([O:23][CH2:22][C:19]1([CH3:21])[S:18][CH2:17][CH2:16][N:15]2[C:11]([C:8]3([C:5]4[CH:6]=[CH:7][C:2]([C:36]5[CH:35]=[N:34][N:33]([CH3:32])[CH:37]=5)=[CH:3][C:4]=4[F:31])[CH2:10][CH2:9]3)=[N:12][N:13]=[C:14]2[CH2:20]1)([C:27]([CH3:30])([CH3:29])[CH3:28])([CH3:26])[CH3:25], predict the reactants needed to synthesize it. The reactants are: Br[C:2]1[CH:7]=[CH:6][C:5]([C:8]2([C:11]3[N:15]4[CH2:16][CH2:17][S:18][C:19]([CH2:22][O:23][Si:24]([C:27]([CH3:30])([CH3:29])[CH3:28])([CH3:26])[CH3:25])([CH3:21])[CH2:20][C:14]4=[N:13][N:12]=3)[CH2:10][CH2:9]2)=[C:4]([F:31])[CH:3]=1.[CH3:32][N:33]1[CH:37]=[C:36](B2OC(C)(C)C(C)(C)O2)[CH:35]=[N:34]1.C(=O)([O-])[O-].[K+].[K+].